The task is: Regression. Given two drug SMILES strings and cell line genomic features, predict the synergy score measuring deviation from expected non-interaction effect.. This data is from NCI-60 drug combinations with 297,098 pairs across 59 cell lines. (1) Drug 1: CS(=O)(=O)C1=CC(=C(C=C1)C(=O)NC2=CC(=C(C=C2)Cl)C3=CC=CC=N3)Cl. Drug 2: C1=NNC2=C1C(=O)NC=N2. Cell line: KM12. Synergy scores: CSS=19.0, Synergy_ZIP=-10.9, Synergy_Bliss=-8.17, Synergy_Loewe=-13.7, Synergy_HSA=-3.93. (2) Synergy scores: CSS=34.3, Synergy_ZIP=3.26, Synergy_Bliss=3.13, Synergy_Loewe=-1.85, Synergy_HSA=2.24. Cell line: NCI-H522. Drug 1: COC1=C(C=C2C(=C1)N=CN=C2NC3=CC(=C(C=C3)F)Cl)OCCCN4CCOCC4. Drug 2: CC(C)CN1C=NC2=C1C3=CC=CC=C3N=C2N. (3) Drug 2: C1=CC=C(C(=C1)C(C2=CC=C(C=C2)Cl)C(Cl)Cl)Cl. Drug 1: C1=NC(=NC(=O)N1C2C(C(C(O2)CO)O)O)N. Synergy scores: CSS=15.7, Synergy_ZIP=1.14, Synergy_Bliss=2.22, Synergy_Loewe=0.943, Synergy_HSA=2.69. Cell line: RXF 393. (4) Drug 1: C1CC(=O)NC(=O)C1N2CC3=C(C2=O)C=CC=C3N. Drug 2: C1CC(C1)(C(=O)O)C(=O)O.[NH2-].[NH2-].[Pt+2]. Cell line: COLO 205. Synergy scores: CSS=22.1, Synergy_ZIP=-6.55, Synergy_Bliss=-4.44, Synergy_Loewe=-3.53, Synergy_HSA=-4.26. (5) Cell line: OVCAR-4. Synergy scores: CSS=21.8, Synergy_ZIP=-3.19, Synergy_Bliss=3.15, Synergy_Loewe=-2.12, Synergy_HSA=-1.84. Drug 1: CCN(CC)CCCC(C)NC1=C2C=C(C=CC2=NC3=C1C=CC(=C3)Cl)OC. Drug 2: CC(C)NC(=O)C1=CC=C(C=C1)CNNC.Cl. (6) Drug 1: CC=C1C(=O)NC(C(=O)OC2CC(=O)NC(C(=O)NC(CSSCCC=C2)C(=O)N1)C(C)C)C(C)C. Drug 2: C(CCl)NC(=O)N(CCCl)N=O. Cell line: TK-10. Synergy scores: CSS=40.4, Synergy_ZIP=0.824, Synergy_Bliss=-0.109, Synergy_Loewe=-18.8, Synergy_HSA=0.742.